Dataset: Forward reaction prediction with 1.9M reactions from USPTO patents (1976-2016). Task: Predict the product of the given reaction. (1) Given the reactants [Cl:1][C:2]1[CH:3]=[C:4]([O:26][CH3:27])[C:5]([O:8][CH:9]2[CH2:14][CH2:13][N:12]([S:15]([C:18]3[C:19]([CH3:25])=[N:20][N:21](C)[C:22]=3[CH3:23])(=[O:17])=[O:16])[CH2:11][CH2:10]2)=[N:6][CH:7]=1.ClC1C=C(C=CC=1Cl)NCC1CCN(S(C2C(C)=NN(C)C=2C)(=O)=O)CC1, predict the reaction product. The product is: [Cl:1][C:2]1[CH:3]=[C:4]([O:26][CH3:27])[C:5]([O:8][CH:9]2[CH2:14][CH2:13][N:12]([S:15]([C:18]3[C:22]([CH3:23])=[N:21][NH:20][C:19]=3[CH3:25])(=[O:17])=[O:16])[CH2:11][CH2:10]2)=[N:6][CH:7]=1. (2) Given the reactants C[O:2][C:3]([C:5]1[C:6]([C:24]2[CH:29]=[CH:28][C:27]([C:30]([OH:32])=O)=[CH:26][CH:25]=2)=[CH:7][CH:8]=[C:9]([C:11]2[S:12][CH:13]=[C:14]([C:16]3[CH:21]=[CH:20][C:19]([Cl:22])=[C:18]([Cl:23])[CH:17]=3)[N:15]=2)[CH:10]=1)=[O:4].[CH3:33][N:34]1[CH2:39][CH2:38][NH:37][CH2:36][CH2:35]1, predict the reaction product. The product is: [Cl:23][C:18]1[CH:17]=[C:16]([C:14]2[N:15]=[C:11]([C:9]3[CH:10]=[C:5]([C:3]([OH:2])=[O:4])[C:6]([C:24]4[CH:25]=[CH:26][C:27]([C:30]([N:37]5[CH2:38][CH2:39][N:34]([CH3:33])[CH2:35][CH2:36]5)=[O:32])=[CH:28][CH:29]=4)=[CH:7][CH:8]=3)[S:12][CH:13]=2)[CH:21]=[CH:20][C:19]=1[Cl:22].